From a dataset of Full USPTO retrosynthesis dataset with 1.9M reactions from patents (1976-2016). Predict the reactants needed to synthesize the given product. (1) The reactants are: [CH3:1][O:2][C:3]1[CH:4]=[C:5]([CH2:9][CH2:10][C:11]2[CH:12]=[C:13]([NH:16][C:17]([C:19]3[CH:20]=[CH:21][C:22]([C:25]([OH:27])=[O:26])=[N:23][CH:24]=3)=[O:18])[NH:14][N:15]=2)[CH:6]=[CH:7][CH:8]=1.[CH2:28](O)[CH3:29]. Given the product [CH3:1][O:2][C:3]1[CH:4]=[C:5]([CH2:9][CH2:10][C:11]2[CH:12]=[C:13]([NH:16][C:17]([C:19]3[CH:20]=[CH:21][C:22]([C:25]([O:27][CH2:28][CH3:29])=[O:26])=[N:23][CH:24]=3)=[O:18])[NH:14][N:15]=2)[CH:6]=[CH:7][CH:8]=1, predict the reactants needed to synthesize it. (2) The reactants are: [C:1]([NH:4][C:5]1[CH:34]=[CH:33][C:8]([C:9]([NH:11][C:12]2[CH:13]=[C:14]([C:26]3[CH:31]=[CH:30][CH:29]=[CH:28][C:27]=3[CH3:32])[CH:15]=[CH:16][C:17]=2[NH:18]C(=O)OC(C)(C)C)=[O:10])=[CH:7][CH:6]=1)(=[O:3])[CH3:2].C(O)(C(F)(F)F)=O. Given the product [C:1]([NH:4][C:5]1[CH:34]=[CH:33][C:8]([C:9]([NH:11][C:12]2[CH:13]=[C:14]([C:26]3[CH:31]=[CH:30][CH:29]=[CH:28][C:27]=3[CH3:32])[CH:15]=[CH:16][C:17]=2[NH2:18])=[O:10])=[CH:7][CH:6]=1)(=[O:3])[CH3:2], predict the reactants needed to synthesize it. (3) Given the product [Br:16][C:17]1[C:26]2[C:21](=[CH:22][CH:23]=[CH:24][CH:25]=2)[C:20]([S:27]([NH:35][C@@H:33]([CH3:34])[C:32]([F:37])([F:36])[F:31])(=[O:29])=[O:28])=[CH:19][CH:18]=1, predict the reactants needed to synthesize it. The reactants are: BrC1C=CC(S(Cl)(=O)=O)=C(F)C=1C(F)F.[Br:16][C:17]1[C:26]2[C:21](=[CH:22][CH:23]=[CH:24][CH:25]=2)[C:20]([S:27](Cl)(=[O:29])=[O:28])=[CH:19][CH:18]=1.[F:31][C:32]([F:37])([F:36])[C@@H:33]([NH2:35])[CH3:34]. (4) Given the product [ClH:36].[ClH:36].[NH:1]([C@@H:8]([CH2:24][OH:25])[C:9]([NH:11][C:12]1[CH:17]=[CH:16][C:15]([C:18]2[CH:19]=[CH:20][N:21]=[CH:22][CH:23]=2)=[CH:14][CH:13]=1)=[O:10])[C:2]1[CH:7]=[CH:6][CH:5]=[CH:4][CH:3]=1, predict the reactants needed to synthesize it. The reactants are: [NH:1]([C@@H:8]([CH2:24][O:25]C(C)(C)C)[C:9]([NH:11][C:12]1[CH:17]=[CH:16][C:15]([C:18]2[CH:23]=[CH:22][N:21]=[CH:20][CH:19]=2)=[CH:14][CH:13]=1)=[O:10])[C:2]1[CH:7]=[CH:6][CH:5]=[CH:4][CH:3]=1.C(OCC)(=O)C.[ClH:36]. (5) Given the product [CH3:18][O:11][N:10]=[C:3]1[C:4]2[CH:9]=[CH:8][CH:7]=[CH:6][C:5]=2[O:1][CH2:2]1, predict the reactants needed to synthesize it. The reactants are: [O:1]1[C:5]2[CH:6]=[CH:7][CH:8]=[CH:9][C:4]=2[C:3](=[N:10][OH:11])[CH2:2]1.[H-].[Na+].S(OC)(O[CH3:18])(=O)=O.O. (6) Given the product [N+:1]([C:4]1[CH:41]=[CH:40][C:7]([CH2:8][C:9]([CH2:30][C:31]2[CH:36]=[CH:35][C:34]([N+:37]([O-:39])=[O:38])=[CH:33][CH:32]=2)([CH2:21][C:22](=[O:29])[CH2:23][CH2:24][CH2:25][CH2:26][CH2:27][O:57][C:54]2[CH:55]=[CH:56][C:51]([C@H:48]3[CH2:49][CH2:50][C@H:45]([CH2:42][CH2:43][CH3:44])[CH2:46][CH2:47]3)=[CH:52][CH:53]=2)[C:10]([C:13](=[O:20])[CH2:14][CH2:15][CH2:16][CH2:17][CH2:18][O:57][C:54]2[CH:55]=[CH:56][C:51]([C@H:48]3[CH2:47][CH2:46][C@H:45]([CH2:42][CH2:43][CH3:44])[CH2:50][CH2:49]3)=[CH:52][CH:53]=2)([OH:12])[OH:11])=[CH:6][CH:5]=1)([O-:3])=[O:2], predict the reactants needed to synthesize it. The reactants are: [N+:1]([C:4]1[CH:41]=[CH:40][C:7]([CH2:8][C:9]([CH2:30][C:31]2[CH:36]=[CH:35][C:34]([N+:37]([O-:39])=[O:38])=[CH:33][CH:32]=2)([CH2:21][C:22](=[O:29])[CH2:23][CH2:24][CH2:25][CH2:26][CH2:27]Br)[C:10]([C:13](=[O:20])[CH2:14][CH2:15][CH2:16][CH2:17][CH2:18]Br)([OH:12])[OH:11])=[CH:6][CH:5]=1)([O-:3])=[O:2].[CH2:42]([C@H:45]1[CH2:50][CH2:49][C@H:48]([C:51]2[CH:56]=[CH:55][C:54]([OH:57])=[CH:53][CH:52]=2)[CH2:47][CH2:46]1)[CH2:43][CH3:44].